This data is from Reaction yield outcomes from USPTO patents with 853,638 reactions. The task is: Predict the reaction yield, written as a fraction of the theoretical maximum amount of product (1.0 means a 100% yield; for example, 0.34 means a 34% yield). (1) The reactants are [F:1][C:2]1[N:3]([S:15]([C:18]2[CH:23]=[CH:22][CH:21]=[CH:20][CH:19]=2)(=[O:17])=[O:16])[C:4]([C:9]2[CH:14]=[CH:13][CH:12]=[CH:11][CH:10]=2)=[CH:5][C:6]=1[CH:7]=O.CO.[CH3:26][NH2:27].[BH4-].[Na+].[ClH:30].C(=O)([O-])O.[Na+]. The catalyst is CO. The product is [ClH:30].[F:1][C:2]1[N:3]([S:15]([C:18]2[CH:23]=[CH:22][CH:21]=[CH:20][CH:19]=2)(=[O:17])=[O:16])[C:4]([C:9]2[CH:14]=[CH:13][CH:12]=[CH:11][CH:10]=2)=[CH:5][C:6]=1[CH2:7][NH:27][CH3:26]. The yield is 0.250. (2) The reactants are [CH2:1]([O:8][C:9]([NH:11][CH:12]1[CH2:14][C:13]1([O:20][Si](C(C)(C)C)(C)C)[C:15]([O:17][CH2:18][CH3:19])=[O:16])=[O:10])[C:2]1[CH:7]=[CH:6][CH:5]=[CH:4][CH:3]=1.N1C=CC=CC=1. The catalyst is C1COCC1.CCOCC. The product is [CH2:1]([O:8][C:9]([NH:11][CH:12]1[CH2:14][C:13]1([OH:20])[C:15]([O:17][CH2:18][CH3:19])=[O:16])=[O:10])[C:2]1[CH:3]=[CH:4][CH:5]=[CH:6][CH:7]=1. The yield is 0.930. (3) The reactants are [OH:1][C@H:2]1[CH2:7][CH2:6][C@H:5]([NH:8][C:9]2[CH:10]=[C:11]([CH:16]=[CH:17][CH:18]=2)[C:12]([O:14]C)=[O:13])[CH2:4][CH2:3]1.O1CCCC1.O.[OH-].[K+]. The product is [OH:1][C@H:2]1[CH2:7][CH2:6][C@H:5]([NH:8][C:9]2[CH:10]=[C:11]([CH:16]=[CH:17][CH:18]=2)[C:12]([OH:14])=[O:13])[CH2:4][CH2:3]1. The catalyst is CO. The yield is 0.170. (4) The reactants are [N+:1]([C:4]1[CH:5]=[C:6]([CH:8]=[CH:9][CH:10]=1)[NH2:7])([O-:3])=[O:2].[C:11](O[C:11]([O:13][C:14]([CH3:17])([CH3:16])[CH3:15])=[O:12])([O:13][C:14]([CH3:17])([CH3:16])[CH3:15])=[O:12].N1C=CC(N)=CC=1. The catalyst is C1COCC1. The product is [C:14]([O:13][C:11](=[O:12])[NH:7][C:6]1[CH:8]=[CH:9][CH:10]=[C:4]([N+:1]([O-:3])=[O:2])[CH:5]=1)([CH3:17])([CH3:16])[CH3:15]. The yield is 0.810. (5) The reactants are [Li+].[OH-].C([O:5][C:6]([C:8]12[CH2:25][CH:24]1[CH:23]=[CH:22][CH2:21][CH2:20][CH2:19][CH2:18][N:17]([CH3:26])[C:16](=[O:27])[CH:15]1[CH:11]([CH2:12][CH:13]([O:28][C:29]3[C:38]4[C:33](=[C:34]([CH3:41])[C:35]([O:39][CH3:40])=[CH:36][CH:37]=4)[N:32]=[C:31]([C:42]4[CH:47]=[CH:46][CH:45]=[C:44]([CH3:48])[N:43]=4)[CH:30]=3)[CH2:14]1)[C:10](=[O:49])[NH:9]2)=[O:7])C.CO.C(O)(=O)C. The catalyst is C1COCC1.O. The product is [CH3:48][C:44]1[N:43]=[C:42]([C:31]2[CH:30]=[C:29]([O:28][CH:13]3[CH2:12][CH:11]4[CH:15]([C:16](=[O:27])[N:17]([CH3:26])[CH2:18][CH2:19][CH2:20][CH2:21][CH:22]=[CH:23][CH:24]5[C:8]([C:6]([OH:7])=[O:5])([NH:9][C:10]4=[O:49])[CH2:25]5)[CH2:14]3)[C:38]3[C:33](=[C:34]([CH3:41])[C:35]([O:39][CH3:40])=[CH:36][CH:37]=3)[N:32]=2)[CH:47]=[CH:46][CH:45]=1. The yield is 0.650.